Dataset: Full USPTO retrosynthesis dataset with 1.9M reactions from patents (1976-2016). Task: Predict the reactants needed to synthesize the given product. (1) Given the product [ClH:36].[C:1]1([C:7]2[N:11]3[CH2:12][CH2:13][NH:14][CH2:15][C:10]3=[C:9]([C:23]([NH:24][CH:25]3[C:30]([CH3:31])([CH3:32])[CH:29]4[CH2:33][C:26]3([CH3:34])[CH2:27][CH2:28]4)=[O:35])[N:8]=2)[CH:2]=[CH:3][CH:4]=[CH:5][CH:6]=1, predict the reactants needed to synthesize it. The reactants are: [C:1]1([C:7]2[N:11]3[CH2:12][CH2:13][N:14](C(OC(C)(C)C)=O)[CH2:15][C:10]3=[C:9]([C:23](=[O:35])[NH:24][CH:25]3[C:30]([CH3:32])([CH3:31])[CH:29]4[CH2:33][C:26]3([CH3:34])[CH2:27][CH2:28]4)[N:8]=2)[CH:6]=[CH:5][CH:4]=[CH:3][CH:2]=1.[ClH:36]. (2) The reactants are: [C:1]([N:4]1[CH2:9][CH2:8][NH:7][CH2:6][CH2:5]1)(=[O:3])[CH3:2].C(N(CC)C(C)C)(C)C.F[C:20]1[CH:21]=[CH:22][C:23]([N+:28]([O-:30])=[O:29])=[C:24]([CH2:26][OH:27])[CH:25]=1.O. Given the product [OH:27][CH2:26][C:24]1[CH:25]=[C:20]([N:7]2[CH2:8][CH2:9][N:4]([C:1](=[O:3])[CH3:2])[CH2:5][CH2:6]2)[CH:21]=[CH:22][C:23]=1[N+:28]([O-:30])=[O:29], predict the reactants needed to synthesize it. (3) Given the product [CH2:17]([O:7][C:6](=[O:8])[C:5]1[CH:9]=[C:10]([CH3:11])[C:2]([Cl:1])=[N:3][CH:4]=1)[CH3:18], predict the reactants needed to synthesize it. The reactants are: [Cl:1][C:2]1[C:10]([CH3:11])=[CH:9][C:5]([C:6]([OH:8])=[O:7])=[CH:4][N:3]=1.OS(O)(=O)=O.[CH2:17](O)[CH3:18]. (4) Given the product [F:21][C:2]1([F:1])[CH2:6][CH2:5][N:4]([CH2:7][CH2:8][O:9][C:10]2[CH:15]=[CH:14][C:13]([NH2:16])=[CH:12][C:11]=2[O:19][CH3:20])[CH2:3]1, predict the reactants needed to synthesize it. The reactants are: [F:1][C:2]1([F:21])[CH2:6][CH2:5][N:4]([CH2:7][CH2:8][O:9][C:10]2[CH:15]=[CH:14][C:13]([N+:16]([O-])=O)=[CH:12][C:11]=2[O:19][CH3:20])[CH2:3]1. (5) Given the product [CH2:55]([O:54][C:52]([N:11]1[CH2:20][CH2:19][C:18]2[C:13](=[CH:14][CH:15]=[C:16]([F:21])[CH:17]=2)[CH:12]1[C:22]1[CH:27]=[C:26]([Cl:28])[CH:25]=[CH:24][C:23]=1[O:29][CH2:30][C:44]([OH:45])=[O:47])=[O:53])[C:56]1[CH:38]=[CH:40][CH:41]=[CH:58][CH:57]=1, predict the reactants needed to synthesize it. The reactants are: C(OC([N:11]1[CH2:20][CH2:19][C:18]2[C:13](=[CH:14][CH:15]=[C:16]([F:21])[CH:17]=2)[CH:12]1[C:22]1[CH:27]=[C:26]([Cl:28])[CH:25]=[CH:24][C:23]=1[O:29][CH2:30]C=C)=O)C1C=CC=CC=1.CN1[C:41](=O)[CH2:40][C:38](=O)N(C)C1=O.[C:44](=[O:47])([O-])[O-:45].[K+].[K+].BrC[C:52]([O:54][CH2:55][CH3:56])=[O:53].[CH3:57][CH2:58]OC(C)=O. (6) Given the product [CH:29]1([NH:28][C:26]([C:25]2([CH3:32])[C:3]3[C:2]([I:42])=[N:7][C:6]([C:8]4[C:16]5[C:11](=[N:12][CH:13]=[CH:14][CH:15]=5)[N:10]([CH2:17][CH2:18][C:19]([F:21])([F:20])[F:22])[N:9]=4)=[N:5][C:4]=3[NH:23][C:24]2=[O:33])=[O:27])[CH2:31][CH2:30]1, predict the reactants needed to synthesize it. The reactants are: N[C:2]1[C:3]2[C:25]([CH3:32])([C:26]([NH:28][CH:29]3[CH2:31][CH2:30]3)=[O:27])[C:24](=[O:33])[NH:23][C:4]=2[N:5]=[C:6]([C:8]2[C:16]3[C:11](=[N:12][CH:13]=[CH:14][CH:15]=3)[N:10]([CH2:17][CH2:18][C:19]([F:22])([F:21])[F:20])[N:9]=2)[N:7]=1.N(OCCC(C)C)=O.[I:42]CI. (7) Given the product [CH3:1][O:2][C:3]([C:5]1[C:14]2[CH:13]=[C:12]3[O:15][CH2:16][CH2:17][O:18][C:11]3=[CH:10][C:9]=2[N:8]=[C:7]([C:19]2[CH:24]=[CH:23][CH:22]=[CH:21][CH:20]=2)[C:6]=1[CH2:25][N:30]1[CH2:31][CH2:32][NH:27][C:28](=[O:33])[CH2:29]1)=[O:4], predict the reactants needed to synthesize it. The reactants are: [CH3:1][O:2][C:3]([C:5]1[C:14]2[CH:13]=[C:12]3[O:15][CH2:16][CH2:17][O:18][C:11]3=[CH:10][C:9]=2[N:8]=[C:7]([C:19]2[CH:24]=[CH:23][CH:22]=[CH:21][CH:20]=2)[C:6]=1[CH2:25]Br)=[O:4].[NH:27]1[CH2:32][CH2:31][NH:30][CH2:29][C:28]1=[O:33].C(N(C(C)C)C(C)C)C.